Dataset: Full USPTO retrosynthesis dataset with 1.9M reactions from patents (1976-2016). Task: Predict the reactants needed to synthesize the given product. (1) Given the product [O:9]1[CH2:13][CH2:12][O:11][CH:10]1[CH2:14][N:15]1[C:24]2[C:19](=[CH:20][CH:21]=[C:22]([O:25][CH3:26])[CH:23]=2)[C:18]([CH:27]=[O:31])=[CH:17][C:16]1=[O:28], predict the reactants needed to synthesize it. The reactants are: C1(C)C(C)=CC=CC=1.[O:9]1[CH2:13][CH2:12][O:11][CH:10]1[CH2:14][N:15]1[C:24]2[C:19](=[CH:20][CH:21]=[C:22]([O:25][CH3:26])[CH:23]=2)[C:18]([CH3:27])=[CH:17][C:16]1=[O:28].C([O:31]CC)C. (2) Given the product [CH3:21][Si:20]([CH3:22])([CH2:2][C:1]([O:4][CH2:12][CH3:13])=[O:3])[CH2:2][C:1]([O:4][CH2:5][CH3:6])=[O:3], predict the reactants needed to synthesize it. The reactants are: [C:1]([O:4][CH2:5][CH3:6])(=[O:3])[CH3:2].C(N([CH2:12][CH3:13])CC)C.FC(F)(F)S(O[Si:20](OS(C(F)(F)F)(=O)=O)([CH3:22])[CH3:21])(=O)=O. (3) Given the product [CH3:5][O:4][C:2](=[O:3])[NH:6][C@@H:7]1[CH2:11][CH2:10][N:9]([CH2:12][C:13]2[CH:34]=[CH:33][C:16]([C:17](=[O:18])[NH:19][CH2:20][C:21]3[CH:26]=[C:25]([Cl:27])[CH:24]=[CH:23][C:22]=3[S:28]([CH2:31][CH3:32])(=[O:30])=[O:29])=[CH:15][C:14]=2[C:35]([F:37])([F:38])[F:36])[CH2:8]1, predict the reactants needed to synthesize it. The reactants are: Cl[C:2]([O:4][CH3:5])=[O:3].[NH2:6][C@@H:7]1[CH2:11][CH2:10][N:9]([CH2:12][C:13]2[CH:34]=[CH:33][C:16]([C:17]([NH:19][CH2:20][C:21]3[CH:26]=[C:25]([Cl:27])[CH:24]=[CH:23][C:22]=3[S:28]([CH2:31][CH3:32])(=[O:30])=[O:29])=[O:18])=[CH:15][C:14]=2[C:35]([F:38])([F:37])[F:36])[CH2:8]1.